Dataset: Reaction yield outcomes from USPTO patents with 853,638 reactions. Task: Predict the reaction yield, written as a fraction of the theoretical maximum amount of product (1.0 means a 100% yield; for example, 0.34 means a 34% yield). (1) The reactants are [CH3:1][C:2]1[S:11][C:10]2[NH:9][C:8]3[CH:12]=[CH:13][CH:14]=[CH:15][C:7]=3[N:6]=[C:5]([N:16]3[CH2:21][CH2:20][NH:19][C@@H:18]([CH2:22][CH2:23][OH:24])[CH2:17]3)[C:4]=2[N:3]=1.C=O.[C:27](O[BH-](OC(=O)C)OC(=O)C)(=O)C.[Na+].[Cl:41]C(Cl)C. The catalyst is C(=O)(O)[O-].[Na+]. The product is [ClH:41].[ClH:41].[CH3:27][N:19]1[CH2:20][CH2:21][N:16]([C:5]2[C:4]3[N:3]=[C:2]([CH3:1])[S:11][C:10]=3[NH:9][C:8]3[CH:12]=[CH:13][CH:14]=[CH:15][C:7]=3[N:6]=2)[CH2:17][C@@H:18]1[CH2:22][CH2:23][OH:24]. The yield is 0.460. (2) The reactants are [OH:1][C:2]1[CH:9]=[C:8]([O:10][CH3:11])[CH:7]=[CH:6][C:3]=1[CH:4]=[O:5].[Br:12]Br. The catalyst is ClCCl. The product is [Br:12][C:7]1[C:8]([O:10][CH3:11])=[CH:9][C:2]([OH:1])=[C:3]([CH:6]=1)[CH:4]=[O:5]. The yield is 0.800.